Predict which catalyst facilitates the given reaction. From a dataset of Catalyst prediction with 721,799 reactions and 888 catalyst types from USPTO. Reactant: C([O:3][C:4]([C:6]1[C:7]2[N:8]([CH:13]=[CH:14][N:15]=2)[N:9]=[C:10]([Cl:12])[CH:11]=1)=O)C.O.[NH2:17][NH2:18]. Product: [Cl:12][C:10]1[CH:11]=[C:6]([C:4]([NH:17][NH2:18])=[O:3])[C:7]2[N:8]([CH:13]=[CH:14][N:15]=2)[N:9]=1. The catalyst class is: 8.